From a dataset of Forward reaction prediction with 1.9M reactions from USPTO patents (1976-2016). Predict the product of the given reaction. (1) Given the reactants [CH3:1][C:2](C)([O-])C.[Na+].CN(C)C=O.[CH2:12]([O:19][C:20]1[CH:21]=[CH:22][C:23]2[NH:29][C:28](=[O:30])[CH2:27][C:26](=[O:31])[N:25]([CH3:32])[C:24]=2[CH:33]=1)[C:13]1[CH:18]=[CH:17][CH:16]=[CH:15][CH:14]=1.S(OCC)(OCC)(=O)=O, predict the reaction product. The product is: [CH2:12]([O:19][C:20]1[CH:21]=[CH:22][C:23]2[N:29]([CH2:1][CH3:2])[C:28](=[O:30])[CH2:27][C:26](=[O:31])[N:25]([CH3:32])[C:24]=2[CH:33]=1)[C:13]1[CH:14]=[CH:15][CH:16]=[CH:17][CH:18]=1. (2) The product is: [CH3:23][C:22]([CH3:24])([S:25]([NH:27][C:28]1([C:17]2[S:13][C:14]([C:18]([OH:20])=[O:19])=[CH:15][CH:16]=2)[CH2:31][O:30][CH2:29]1)=[O:26])[CH3:21]. Given the reactants C([Li])CCC.C(NC(C)C)(C)C.[S:13]1[CH:17]=[CH:16][CH:15]=[C:14]1[C:18]([OH:20])=[O:19].[CH3:21][C:22]([S:25]([N:27]=[C:28]1[CH2:31][O:30][CH2:29]1)=[O:26])([CH3:24])[CH3:23], predict the reaction product.